From a dataset of Full USPTO retrosynthesis dataset with 1.9M reactions from patents (1976-2016). Predict the reactants needed to synthesize the given product. (1) Given the product [CH3:27][C:17]1[CH:22]=[CH:21][C:20]([S:23]([O:9][CH2:8][CH2:7][O:6][CH2:5][CH2:4][O:3][CH2:1][CH3:2])(=[O:25])=[O:24])=[CH:19][CH:18]=1, predict the reactants needed to synthesize it. The reactants are: [CH2:1]([O:3][CH2:4][CH2:5][O:6][CH2:7][CH2:8][OH:9])[CH3:2].C(N(CC)CC)C.[C:17]1([CH3:27])[CH:22]=[CH:21][C:20]([S:23](Cl)(=[O:25])=[O:24])=[CH:19][CH:18]=1. (2) Given the product [OH:18][CH2:19][CH2:20]/[CH:21]=[CH:22]/[C@@H:23]([NH:28][C:29](=[O:35])[O:30][C:31]([CH3:32])([CH3:34])[CH3:33])[CH2:24][CH:25]([CH3:27])[CH3:26], predict the reactants needed to synthesize it. The reactants are: [Si]([O:18][CH2:19][CH2:20]/[CH:21]=[CH:22]/[C@@H:23]([NH:28][C:29](=[O:35])[O:30][C:31]([CH3:34])([CH3:33])[CH3:32])[CH2:24][CH:25]([CH3:27])[CH3:26])(C(C)(C)C)(C1C=CC=CC=1)C1C=CC=CC=1.CCCC[N+](CCCC)(CCCC)CCCC.[F-].C(Cl)Cl. (3) Given the product [NH2:56][C:55]1[N:54]=[CH:53][C:52]([C:57]2[CH:58]=[N:59][N:60]([CH:62]3[CH2:67][CH2:66][N:65]([C:28]([CH:25]4[CH2:26][CH2:27][N:22]([CH2:21][C:20]5[CH:19]=[CH:18][C:17]([N:16]6[C:12]([C:3]7[CH:4]=[C:5]([CH:9]([CH3:11])[CH3:10])[C:6]([OH:8])=[CH:7][C:2]=7[OH:1])=[N:13][N:14]=[C:15]6[C:33]([NH:34][CH2:35][CH3:36])=[O:37])=[CH:32][CH:31]=5)[CH2:23][CH2:24]4)=[O:29])[CH2:64][CH2:63]3)[CH:61]=2)=[CH:51][C:50]=1[O:49][C@@H:39]([C:40]1[C:41]([Cl:48])=[CH:42][CH:43]=[C:44]([F:47])[C:45]=1[Cl:46])[CH3:38], predict the reactants needed to synthesize it. The reactants are: [OH:1][C:2]1[CH:7]=[C:6]([OH:8])[C:5]([CH:9]([CH3:11])[CH3:10])=[CH:4][C:3]=1[C:12]1[N:16]([C:17]2[CH:32]=[CH:31][C:20]([CH2:21][N:22]3[CH2:27][CH2:26][CH:25]([C:28](O)=[O:29])[CH2:24][CH2:23]3)=[CH:19][CH:18]=2)[C:15]([C:33](=[O:37])[NH:34][CH2:35][CH3:36])=[N:14][N:13]=1.[CH3:38][C@@H:39]([O:49][C:50]1[CH:51]=[C:52]([C:57]2[CH:58]=[N:59][N:60]([CH:62]3[CH2:67][CH2:66][NH:65][CH2:64][CH2:63]3)[CH:61]=2)[CH:53]=[N:54][C:55]=1[NH2:56])[C:40]1[C:41]([Cl:48])=[CH:42][CH:43]=[C:44]([F:47])[C:45]=1[Cl:46].C(P1(=O)OP(CCC)(=O)OP(CCC)(=O)O1)CC.